This data is from Forward reaction prediction with 1.9M reactions from USPTO patents (1976-2016). The task is: Predict the product of the given reaction. (1) Given the reactants [OH:1][C:2]1[CH:3]=[C:4]2[C:9](=[CH:10][C:11]=1[CH3:12])[O:8][C:7]1([CH2:21][C:20]([CH3:23])([CH3:22])[C:19]3[C:14](=[CH:15][C:16]([CH3:25])=[C:17]([OH:24])[CH:18]=3)[O:13]1)[CH2:6][C:5]2([CH3:27])[CH3:26].C(=O)([O-])[O-].[K+].[K+].Br[C:35]([CH3:42])([CH3:41])[C:36]([O:38][CH2:39][CH3:40])=[O:37].Cl, predict the reaction product. The product is: [CH2:39]([O:38][C:36](=[O:37])[C:35]([O:24][C:17]1[CH:18]=[C:19]2[C:14](=[CH:15][C:16]=1[CH3:25])[O:13][C:7]1([CH2:6][C:5]([CH3:27])([CH3:26])[C:4]3[C:9](=[CH:10][C:11]([CH3:12])=[C:2]([OH:1])[CH:3]=3)[O:8]1)[CH2:21][C:20]2([CH3:22])[CH3:23])([CH3:42])[CH3:41])[CH3:40]. (2) Given the reactants Br[CH2:2][CH2:3][C:4]1[CH:9]=[CH:8][C:7]([N+:10]([O-:12])=[O:11])=[CH:6][CH:5]=1.[C-:13]#[N:14].[Na+], predict the reaction product. The product is: [N+:10]([C:7]1[CH:8]=[CH:9][C:4]([CH2:3][CH2:2][C:13]#[N:14])=[CH:5][CH:6]=1)([O-:12])=[O:11]. (3) Given the reactants [F-:1].[Cs+].Cl[C:4]1[CH:9]=[C:8]([Cl:10])[N:7]=[C:6]([NH2:11])[CH:5]=1.CS(C)=O, predict the reaction product. The product is: [Cl:10][C:8]1[N:7]=[C:6]([NH2:11])[CH:5]=[C:4]([F:1])[CH:9]=1. (4) The product is: [CH2:20]([N:22]([C:2]1[C:7]2=[C:8]([CH:17]([CH3:19])[CH3:18])[C:9]([C:11]3[O:15][N:14]=[C:13]([CH3:16])[N:12]=3)=[CH:10][N:6]2[N:5]=[CH:4][N:3]=1)[C:23]1[CH:24]=[C:25]2[CH:31]=[CH:30][NH:29][C:26]2=[N:27][CH:28]=1)[CH3:21]. Given the reactants Cl[C:2]1[C:7]2=[C:8]([CH:17]([CH3:19])[CH3:18])[C:9]([C:11]3[O:15][N:14]=[C:13]([CH3:16])[N:12]=3)=[CH:10][N:6]2[N:5]=[CH:4][N:3]=1.[CH2:20]([NH:22][C:23]1[CH:24]=[C:25]2[CH:31]=[CH:30][NH:29][C:26]2=[N:27][CH:28]=1)[CH3:21].C(N(C(C)C)CC)(C)C, predict the reaction product.